From a dataset of Reaction yield outcomes from USPTO patents with 853,638 reactions. Predict the reaction yield, written as a fraction of the theoretical maximum amount of product (1.0 means a 100% yield; for example, 0.34 means a 34% yield). The reactants are [Br:1][C:2]1[CH:3]=[C:4]([N:9]([CH2:14][CH2:15][CH3:16])[CH2:10][C:11]([OH:13])=O)[S:5][C:6]=1[C:7]#[N:8].S(Cl)(Cl)=O.[CH3:21][NH:22][CH3:23].O. The catalyst is C1(C)C=CC=CC=1. The product is [Br:1][C:2]1[CH:3]=[C:4]([N:9]([CH2:14][CH2:15][CH3:16])[CH2:10][C:11]([N:22]([CH3:23])[CH3:21])=[O:13])[S:5][C:6]=1[C:7]#[N:8]. The yield is 0.850.